Dataset: Catalyst prediction with 721,799 reactions and 888 catalyst types from USPTO. Task: Predict which catalyst facilitates the given reaction. (1) Reactant: C(O[N:6]([C:10]1[N:15]=[C:14]([CH2:16][C:17]([O:19][CH2:20][CH3:21])=[O:18])[CH:13]=[CH:12][CH:11]=1)[C:7](C)=O)(C)(C)C.FC(F)(F)C(O)=O. Product: [CH3:7][NH:6][C:10]1[N:15]=[C:14]([CH2:16][C:17]([O:19][CH2:20][CH3:21])=[O:18])[CH:13]=[CH:12][CH:11]=1. The catalyst class is: 4. (2) Reactant: [CH:1]12[C:7]([CH3:9])([CH3:8])[CH:6]1[CH2:5][CH2:4][C:3]([CH3:10])=[CH:2]2.C12C(C)(C)C1CC=C(C)C2.C(Cl)Cl.C([O-])(O)=[O:25].[Na+].ClC1C=CC=C(C(OO)=O)C=1. Product: [CH3:8][C:7]1([CH3:9])[CH:1]2[CH:2]3[O:25][C:3]3([CH3:10])[CH2:4][CH2:5][CH:6]12. The catalyst class is: 6.